This data is from Reaction yield outcomes from USPTO patents with 853,638 reactions. The task is: Predict the reaction yield, written as a fraction of the theoretical maximum amount of product (1.0 means a 100% yield; for example, 0.34 means a 34% yield). The reactants are [NH:1]1[CH2:6][CH2:5][CH:4]([NH:7][C:8](=[O:14])[O:9][C:10]([CH3:13])([CH3:12])[CH3:11])[CH2:3][CH2:2]1.C(N(CC)CC)C.[Cl:22][C:23]1[N:27]=[C:26](Cl)[S:25][N:24]=1. The catalyst is C1COCC1. The product is [Cl:22][C:23]1[N:27]=[C:26]([N:1]2[CH2:2][CH2:3][CH:4]([NH:7][C:8](=[O:14])[O:9][C:10]([CH3:11])([CH3:13])[CH3:12])[CH2:5][CH2:6]2)[S:25][N:24]=1. The yield is 0.950.